This data is from Catalyst prediction with 721,799 reactions and 888 catalyst types from USPTO. The task is: Predict which catalyst facilitates the given reaction. Reactant: Br[CH2:2][C:3]1[CH:12]=[CH:11][C:6]([C:7]([O:9][CH3:10])=[O:8])=[CH:5][CH:4]=1.C([O-])([O-])=O.[K+].[K+].[Cl-].[CH:20]([O:23][C:24](=[O:27])C[NH3+])([CH3:22])[CH3:21]. Product: [CH:20]([O:23][C:24](=[O:27])[CH2:2][C:3]1[CH:12]=[CH:11][C:6]([C:7]([O:9][CH3:10])=[O:8])=[CH:5][CH:4]=1)([CH3:22])[CH3:21]. The catalyst class is: 23.